From a dataset of Forward reaction prediction with 1.9M reactions from USPTO patents (1976-2016). Predict the product of the given reaction. (1) Given the reactants [N+:1]([C:4]1[CH:13]=[CH:12][CH:11]=[CH:10][C:5]=1[C:6]([NH:8][NH2:9])=O)([O-:3])=[O:2].[O:14]1[C:19]2[CH:20]=[CH:21][C:22]([NH:24][C:25](=[NH:28])SC)=[CH:23][C:18]=2[O:17][CH2:16][CH2:15]1.O, predict the reaction product. The product is: [O:14]1[C:19]2[CH:20]=[CH:21][C:22]([NH:24][C:25]3[NH:28][C:6]([C:5]4[CH:10]=[CH:11][CH:12]=[CH:13][C:4]=4[N+:1]([O-:3])=[O:2])=[N:8][N:9]=3)=[CH:23][C:18]=2[O:17][CH2:16][CH2:15]1. (2) Given the reactants N1C=CN=C1.C1(P(C2C=CC=CC=2)C2C=CC=CC=2)C=CC=CC=1.[I:25]I.[CH3:27][O:28][C:29]1[CH:45]=[CH:44][C:32]([CH2:33][O:34][C:35]2[CH:40]=[CH:39][C:38]([CH3:41])=[CH:37][C:36]=2[CH2:42]O)=[CH:31][CH:30]=1, predict the reaction product. The product is: [I:25][CH2:42][C:36]1[CH:37]=[C:38]([CH3:41])[CH:39]=[CH:40][C:35]=1[O:34][CH2:33][C:32]1[CH:44]=[CH:45][C:29]([O:28][CH3:27])=[CH:30][CH:31]=1. (3) Given the reactants [CH2:1]([O:3][C:4]([N:6]1[CH:15]=[CH:14][C:13]2[C:8](=[CH:9][C:10]([O:21][CH3:22])=[C:11]([O:16][CH2:17][CH2:18][CH2:19][OH:20])[CH:12]=2)[CH:7]1[CH2:23][C:24]1[CH:29]=[CH:28][CH:27]=[C:26]([O:30][CH2:31][CH3:32])[CH:25]=1)=[O:5])[CH3:2].[C:33](OC(=O)C)(=[O:35])[CH3:34], predict the reaction product. The product is: [CH2:1]([O:3][C:4]([N:6]1[CH:15]=[CH:14][C:13]2[C:8](=[CH:9][C:10]([O:21][CH3:22])=[C:11]([O:16][CH2:17][CH2:18][CH2:19][O:20][C:33](=[O:35])[CH3:34])[CH:12]=2)[CH:7]1[CH2:23][C:24]1[CH:29]=[CH:28][CH:27]=[C:26]([O:30][CH2:31][CH3:32])[CH:25]=1)=[O:5])[CH3:2]. (4) Given the reactants [I-].C[S+](C)(C)=O.[H-].[Na+].[CH2:9]([N:16]1[CH:21]2[CH2:22][CH2:23][CH:17]1[CH2:18][C:19](=[O:24])[CH2:20]2)[C:10]1[CH:15]=[CH:14][CH:13]=[CH:12][CH:11]=1.[C:25](OCC)(=O)C, predict the reaction product. The product is: [CH2:9]([N:16]1[CH:17]2[CH2:23][CH2:22][CH:21]1[CH2:20][C:19]1([CH2:18]2)[CH2:25][O:24]1)[C:10]1[CH:11]=[CH:12][CH:13]=[CH:14][CH:15]=1. (5) Given the reactants [F:1][C:2]1[C:32]([F:33])=[CH:31][C:5]2[NH:6][C:7]([CH2:9][CH:10]3[CH2:15][CH2:14][CH2:13][CH2:12][N:11]3[C:16]([C:18]3[N:19]=[C:20]([CH3:30])[S:21][C:22]=3[C:23]3[CH:28]=[CH:27][C:26]([F:29])=[CH:25][CH:24]=3)=[O:17])=[N:8][C:4]=2[CH:3]=1.[H-].[Na+].I[CH3:37].O, predict the reaction product. The product is: [F:1][C:2]1[C:32]([F:33])=[CH:31][C:5]2[N:6]=[C:7]([CH:9]([CH:10]3[CH2:15][CH2:14][CH2:13][CH2:12][N:11]3[C:16]([C:18]3[N:19]=[C:20]([CH3:30])[S:21][C:22]=3[C:23]3[CH:28]=[CH:27][C:26]([F:29])=[CH:25][CH:24]=3)=[O:17])[CH3:37])[NH:8][C:4]=2[CH:3]=1.